From a dataset of NCI-60 drug combinations with 297,098 pairs across 59 cell lines. Regression. Given two drug SMILES strings and cell line genomic features, predict the synergy score measuring deviation from expected non-interaction effect. (1) Synergy scores: CSS=-5.31, Synergy_ZIP=1.97, Synergy_Bliss=-1.85, Synergy_Loewe=-5.09, Synergy_HSA=-5.09. Drug 1: CC1=C(C=C(C=C1)NC2=NC=CC(=N2)N(C)C3=CC4=NN(C(=C4C=C3)C)C)S(=O)(=O)N.Cl. Drug 2: C(CCl)NC(=O)N(CCCl)N=O. Cell line: DU-145. (2) Drug 1: CC1=C(C(=CC=C1)Cl)NC(=O)C2=CN=C(S2)NC3=CC(=NC(=N3)C)N4CCN(CC4)CCO. Drug 2: CC(C)(C#N)C1=CC(=CC(=C1)CN2C=NC=N2)C(C)(C)C#N. Cell line: SNB-19. Synergy scores: CSS=6.20, Synergy_ZIP=-2.79, Synergy_Bliss=-1.76, Synergy_Loewe=-3.62, Synergy_HSA=-2.52. (3) Drug 1: CN1CCC(CC1)COC2=C(C=C3C(=C2)N=CN=C3NC4=C(C=C(C=C4)Br)F)OC. Drug 2: C1CCN(CC1)CCOC2=CC=C(C=C2)C(=O)C3=C(SC4=C3C=CC(=C4)O)C5=CC=C(C=C5)O. Cell line: MDA-MB-231. Synergy scores: CSS=5.13, Synergy_ZIP=-2.01, Synergy_Bliss=-1.65, Synergy_Loewe=-5.55, Synergy_HSA=-3.39. (4) Drug 1: C1=NC2=C(N1)C(=S)N=C(N2)N. Drug 2: CC1=C(C(CCC1)(C)C)C=CC(=CC=CC(=CC(=O)O)C)C. Cell line: HOP-92. Synergy scores: CSS=32.3, Synergy_ZIP=-0.346, Synergy_Bliss=5.96, Synergy_Loewe=10.4, Synergy_HSA=8.23. (5) Drug 1: CCN(CC)CCCC(C)NC1=C2C=C(C=CC2=NC3=C1C=CC(=C3)Cl)OC. Drug 2: CC(C)CN1C=NC2=C1C3=CC=CC=C3N=C2N. Cell line: COLO 205. Synergy scores: CSS=3.29, Synergy_ZIP=12.8, Synergy_Bliss=11.3, Synergy_Loewe=10.8, Synergy_HSA=10.9.